From a dataset of Catalyst prediction with 721,799 reactions and 888 catalyst types from USPTO. Predict which catalyst facilitates the given reaction. (1) Reactant: [CH:1]1([N:4]([CH:33]2[CH2:35][CH2:34]2)[C:5]([C:7]2[N:30]([CH2:31][CH3:32])[C:10]3=[N:11][C:12]([NH:19][C:20]([NH:22][C:23]4[N:27]([CH3:28])[N:26]=[C:25]([CH3:29])[CH:24]=4)=[S:21])=[C:13]4[N:17]=[CH:16][N:15]([CH3:18])[C:14]4=[C:9]3[CH:8]=2)=[O:6])[CH2:3][CH2:2]1.C1C(=O)N(I)C(=O)C1. Product: [CH:1]1([N:4]([CH:33]2[CH2:35][CH2:34]2)[C:5]([C:7]2[N:30]([CH2:31][CH3:32])[C:10]3=[N:11][C:12]([NH:19][C:20]4[S:21][C:24]5[C:25]([CH3:29])=[N:26][N:27]([CH3:28])[C:23]=5[N:22]=4)=[C:13]4[N:17]=[CH:16][N:15]([CH3:18])[C:14]4=[C:9]3[CH:8]=2)=[O:6])[CH2:2][CH2:3]1. The catalyst class is: 22. (2) Reactant: [Cl:1][C:2]1[CH:3]=[CH:4][C:5]([O:24][C:25]2[CH:30]=[C:29]([CH3:31])[CH:28]=[C:27]([CH3:32])[CH:26]=2)=[C:6]([S:8]([N:11]2[CH2:16][CH2:15][N:14](C(OC(C)(C)C)=O)[CH2:13][CH2:12]2)(=[O:10])=[O:9])[CH:7]=1.Cl. Product: [ClH:1].[Cl:1][C:2]1[CH:3]=[CH:4][C:5]([O:24][C:25]2[CH:26]=[C:27]([CH3:32])[CH:28]=[C:29]([CH3:31])[CH:30]=2)=[C:6]([S:8]([N:11]2[CH2:16][CH2:15][NH:14][CH2:13][CH2:12]2)(=[O:10])=[O:9])[CH:7]=1. The catalyst class is: 135. (3) Reactant: [CH3:1][C:2]([O-:5])([CH3:4])[CH3:3].[K+].[F:7][C:8]1[C:9]([CH3:33])=[CH:10][C:11]([N:14]2[C:22]3[CH:21]=[CH:20][N:19]([C:23](OC4C=CC=CC=4)=[O:24])[CH:18]([CH3:32])[C:17]=3[N:16]=[N:15]2)=[N:12][CH:13]=1.O. Product: [F:7][C:8]1[C:9]([CH3:33])=[CH:10][C:11]([N:14]2[C:22]3[CH:21]=[CH:20][N:19]([C:23]([O:5][C:2]([CH3:4])([CH3:3])[CH3:1])=[O:24])[CH:18]([CH3:32])[C:17]=3[N:16]=[N:15]2)=[N:12][CH:13]=1. The catalyst class is: 1. (4) Reactant: [CH3:1][C:2]1[CH:7]=[C:6]([CH3:8])[N:5]=[C:4]([NH:9][CH2:10][CH2:11][CH2:12][O:13][C:14]2[CH:31]=[CH:30][C:17]3[CH2:18][CH:19]([CH2:25][C:26]([O:28]C)=[O:27])[C:20](=[O:24])[N:21]([CH3:23])[CH2:22][C:16]=3[CH:15]=2)[CH:3]=1.N1C=CC=CC=1NCCCOC1C=CC2CC(CC(OCC)=O)C(=O)NCC=2C=1.Cl. Product: [CH3:1][C:2]1[CH:7]=[C:6]([CH3:8])[N:5]=[C:4]([NH:9][CH2:10][CH2:11][CH2:12][O:13][C:14]2[CH:31]=[CH:30][C:17]3[CH2:18][CH:19]([CH2:25][C:26]([OH:28])=[O:27])[C:20](=[O:24])[N:21]([CH3:23])[CH2:22][C:16]=3[CH:15]=2)[CH:3]=1. The catalyst class is: 6.